From a dataset of Full USPTO retrosynthesis dataset with 1.9M reactions from patents (1976-2016). Predict the reactants needed to synthesize the given product. Given the product [CH3:23][S:24]([O:9][CH2:8][CH2:7][O:6][C:5]1[CH:10]=[CH:11][C:2]([Br:1])=[CH:3][C:4]=1[C:12]([F:13])([F:14])[F:15])(=[O:26])=[O:25], predict the reactants needed to synthesize it. The reactants are: [Br:1][C:2]1[CH:11]=[CH:10][C:5]([O:6][CH2:7][CH2:8][OH:9])=[C:4]([C:12]([F:15])([F:14])[F:13])[CH:3]=1.C(N(CC)CC)C.[CH3:23][S:24](Cl)(=[O:26])=[O:25].